This data is from Catalyst prediction with 721,799 reactions and 888 catalyst types from USPTO. The task is: Predict which catalyst facilitates the given reaction. (1) The catalyst class is: 16. Product: [Br:1][C:2]1[CH:3]=[CH:4][C:5]([CH3:11])=[C:6]([C:8](=[O:10])[CH2:9][C:15]([CH:12]2[CH2:14][CH2:13]2)=[O:16])[CH:7]=1. Reactant: [Br:1][C:2]1[CH:3]=[CH:4][C:5]([CH3:11])=[C:6]([C:8](=[O:10])[CH3:9])[CH:7]=1.[CH:12]1([C:15](OC)=[O:16])[CH2:14][CH2:13]1.C[O-].[Na+]. (2) Reactant: [CH3:1][O:2][C:3](=[O:20])[C:4]1[CH:9]=[CH:8][C:7]([O:10][C:11]2[CH:16]=[CH:15][C:14]([O:17][CH3:18])=[CH:13][CH:12]=2)=[CH:6][C:5]=1[CH3:19].[Br:21]N1C(=O)CCC1=O.C(Cl)(Cl)(Cl)Cl.C(OOC(=O)C1C=CC=CC=1)(=O)C1C=CC=CC=1. Product: [CH3:1][O:2][C:3](=[O:20])[C:4]1[CH:9]=[CH:8][C:7]([O:10][C:11]2[CH:16]=[CH:15][C:14]([O:17][CH3:18])=[CH:13][CH:12]=2)=[CH:6][C:5]=1[CH2:19][Br:21]. The catalyst class is: 28. (3) Reactant: [CH3:1][N:2]1[CH2:22][CH2:21][C:5](=[C:6]2[C:17]3[CH:18]=[CH:19][S:20][C:16]=3[C:14](=[O:15])[CH2:13][C:12]3[CH:11]=[CH:10][CH:9]=[CH:8][C:7]2=3)[CH2:4][CH2:3]1.[CH:23](/[C:28]([OH:30])=[O:29])=[CH:24]\[C:25]([OH:27])=[O:26].[CH3:31][NH:32][CH2:33][C@H:34]([OH:42])[C:35]1[CH:36]=[CH:37][CH:38]=[C:39]([OH:41])[CH:40]=1.[ClH:43].C(OC(C)C)(=O)CCCCCCCCCCCCC. Product: [CH3:31][NH:32][CH2:33][C@H:34]([OH:42])[C:35]1[CH:36]=[CH:37][CH:38]=[C:39]([OH:41])[CH:40]=1.[ClH:43].[CH3:1][N:2]1[CH2:22][CH2:21][C:5](=[C:6]2[C:17]3[CH:18]=[CH:19][S:20][C:16]=3[C:14](=[O:15])[CH2:13][C:12]3[CH:11]=[CH:10][CH:9]=[CH:8][C:7]2=3)[CH2:4][CH2:3]1.[CH:23](/[C:28]([OH:30])=[O:29])=[CH:24]\[C:25]([OH:27])=[O:26]. The catalyst class is: 13. (4) Reactant: [C:1]([C:4]1[N:5]([CH2:22][C:23]2[CH:32]=[CH:31][C:26]([C:27]([O:29]C)=[O:28])=[CH:25][CH:24]=2)[C:6](=[O:21])[C:7]2[C:12]([C:13]=1[C:14]1[CH:19]=[CH:18][CH:17]=[CH:16][CH:15]=1)=[CH:11][C:10]([Br:20])=[CH:9][CH:8]=2)(=[O:3])[CH3:2].[OH-].[Na+]. Product: [C:1]([C:4]1[N:5]([CH2:22][C:23]2[CH:24]=[CH:25][C:26]([C:27]([OH:29])=[O:28])=[CH:31][CH:32]=2)[C:6](=[O:21])[C:7]2[C:12]([C:13]=1[C:14]1[CH:15]=[CH:16][CH:17]=[CH:18][CH:19]=1)=[CH:11][C:10]([Br:20])=[CH:9][CH:8]=2)(=[O:3])[CH3:2]. The catalyst class is: 111. (5) Reactant: [C:1]1([C:7]2[S:11][N:10]=[CH:9][C:8]=2[C:12]([O:14]C)=[O:13])[CH:6]=[CH:5][CH:4]=[CH:3][CH:2]=1.[Li+].[OH-]. Product: [C:1]1([C:7]2[S:11][N:10]=[CH:9][C:8]=2[C:12]([OH:14])=[O:13])[CH:2]=[CH:3][CH:4]=[CH:5][CH:6]=1. The catalyst class is: 20. (6) Reactant: Br[C:2]1[S:3][CH:4]=[CH:5][C:6]=1[Cl:7].[CH2:8]([CH:10]([C:13]1[N:18]2[N:19]=[C:20]([CH3:23])[C:21](I)=[C:17]2[N:16]=[C:15]([CH3:24])[CH:14]=1)[CH2:11][CH3:12])[CH3:9]. Product: [Cl:7][C:6]1[CH:5]=[CH:4][S:3][C:2]=1[C:21]1[C:20]([CH3:23])=[N:19][N:18]2[C:13]([CH:10]([CH2:8][CH3:9])[CH2:11][CH3:12])=[CH:14][C:15]([CH3:24])=[N:16][C:17]=12. The catalyst class is: 324.